Dataset: Forward reaction prediction with 1.9M reactions from USPTO patents (1976-2016). Task: Predict the product of the given reaction. (1) Given the reactants Cl[CH2:2][C@@H:3]([OH:31])[CH2:4][NH:5][C:6]([C:8]1[CH:9]=[N:10][N:11]2[CH:16]=[CH:15][C:14]([N:17]3[CH2:21][CH:20]([OH:22])[CH2:19][C@@H:18]3[C:23]3[CH:28]=[C:27]([F:29])[CH:26]=[CH:25][C:24]=3[OH:30])=[N:13][C:12]=12)=[O:7].C([O-])([O-])=O.[Cs+].[Cs+], predict the reaction product. The product is: [F:29][C:27]1[CH:26]=[CH:25][C:24]2[O:30][CH2:2][C@@H:3]([OH:31])[CH2:4][NH:5][C:6](=[O:7])[C:8]3=[C:12]4[N:13]=[C:14]([CH:15]=[CH:16][N:11]4[N:10]=[CH:9]3)[N:17]3[C@H:18]([CH2:19][C@@H:20]([OH:22])[CH2:21]3)[C:23]=2[CH:28]=1. (2) Given the reactants [Br:1][C:2]1[CH:7]=[CH:6][C:5]([C:8]2[C:12]([N+:13]([O-:15])=[O:14])=[C:11]([C:16]([O:18]CC)=O)[O:10][N:9]=2)=[CH:4][CH:3]=1.[NH3:21], predict the reaction product. The product is: [Br:1][C:2]1[CH:7]=[CH:6][C:5]([C:8]2[C:12]([N+:13]([O-:15])=[O:14])=[C:11]([C:16]([NH2:21])=[O:18])[O:10][N:9]=2)=[CH:4][CH:3]=1. (3) Given the reactants [NH2:1][C:2]1[CH:11]=[CH:10][C:5]([C:6]([O:8][CH3:9])=[O:7])=[C:4]([CH3:12])[C:3]=1[N+:13]([O-])=O.C([O-])=O.[NH4+], predict the reaction product. The product is: [NH2:13][C:3]1[C:4]([CH3:12])=[C:5]([CH:10]=[CH:11][C:2]=1[NH2:1])[C:6]([O:8][CH3:9])=[O:7]. (4) Given the reactants CN(C(ON1N=NC2C=CC=CC1=2)=[N+](C)C)C.F[P-](F)(F)(F)(F)F.[CH3:25][C:26]1[C:31]([O:32][C:33]2[CH:38]=[CH:37][N:36]=[C:35]([NH:39][C:40]3[CH:48]=[CH:47][C:43]([C:44]([O-])=[O:45])=[CH:42][CH:41]=3)[CH:34]=2)=[CH:30][CH:29]=[C:28]([CH3:49])[N:27]=1.[Li+].[N:51]1([CH2:56][CH2:57][NH2:58])[CH:55]=[CH:54][CH:53]=[N:52]1.CCN(CC)CC, predict the reaction product. The product is: [CH3:25][C:26]1[C:31]([O:32][C:33]2[CH:38]=[CH:37][N:36]=[C:35]([NH:39][C:40]3[CH:41]=[CH:42][C:43]([C:44]([NH:58][CH2:57][CH2:56][N:51]4[CH:55]=[CH:54][CH:53]=[N:52]4)=[O:45])=[CH:47][CH:48]=3)[CH:34]=2)=[CH:30][CH:29]=[C:28]([CH3:49])[N:27]=1.